This data is from NCI-60 drug combinations with 297,098 pairs across 59 cell lines. The task is: Regression. Given two drug SMILES strings and cell line genomic features, predict the synergy score measuring deviation from expected non-interaction effect. (1) Drug 1: CC1=C(C=C(C=C1)NC2=NC=CC(=N2)N(C)C3=CC4=NN(C(=C4C=C3)C)C)S(=O)(=O)N.Cl. Drug 2: CN(CC1=CN=C2C(=N1)C(=NC(=N2)N)N)C3=CC=C(C=C3)C(=O)NC(CCC(=O)O)C(=O)O. Cell line: HT29. Synergy scores: CSS=27.6, Synergy_ZIP=-1.02, Synergy_Bliss=-5.59, Synergy_Loewe=-35.8, Synergy_HSA=-7.34. (2) Drug 1: C1=NC2=C(N1)C(=S)N=CN2. Drug 2: C1CCC(C(C1)N)N.C(=O)(C(=O)[O-])[O-].[Pt+4]. Cell line: MDA-MB-435. Synergy scores: CSS=25.9, Synergy_ZIP=-8.53, Synergy_Bliss=-5.10, Synergy_Loewe=-4.74, Synergy_HSA=-2.67. (3) Drug 1: CC1=C(C(=O)C2=C(C1=O)N3CC4C(C3(C2COC(=O)N)OC)N4)N. Drug 2: CC(C)CN1C=NC2=C1C3=CC=CC=C3N=C2N. Cell line: SK-OV-3. Synergy scores: CSS=12.1, Synergy_ZIP=-8.46, Synergy_Bliss=-2.59, Synergy_Loewe=-8.30, Synergy_HSA=-3.91. (4) Drug 1: CC(CN1CC(=O)NC(=O)C1)N2CC(=O)NC(=O)C2. Drug 2: CCN(CC)CCNC(=O)C1=C(NC(=C1C)C=C2C3=C(C=CC(=C3)F)NC2=O)C. Cell line: PC-3. Synergy scores: CSS=14.4, Synergy_ZIP=-3.57, Synergy_Bliss=-0.853, Synergy_Loewe=-1.09, Synergy_HSA=-0.994. (5) Drug 1: CCC(=C(C1=CC=CC=C1)C2=CC=C(C=C2)OCCN(C)C)C3=CC=CC=C3.C(C(=O)O)C(CC(=O)O)(C(=O)O)O. Drug 2: COCCOC1=C(C=C2C(=C1)C(=NC=N2)NC3=CC=CC(=C3)C#C)OCCOC.Cl. Cell line: T-47D. Synergy scores: CSS=20.7, Synergy_ZIP=-0.0740, Synergy_Bliss=0.620, Synergy_Loewe=1.52, Synergy_HSA=1.75. (6) Drug 1: C1=NC2=C(N=C(N=C2N1C3C(C(C(O3)CO)O)O)F)N. Drug 2: CCC1=C2CN3C(=CC4=C(C3=O)COC(=O)C4(CC)O)C2=NC5=C1C=C(C=C5)O. Cell line: SNB-75. Synergy scores: CSS=8.46, Synergy_ZIP=-3.71, Synergy_Bliss=-3.40, Synergy_Loewe=-75.2, Synergy_HSA=-3.00. (7) Drug 1: CNC(=O)C1=CC=CC=C1SC2=CC3=C(C=C2)C(=NN3)C=CC4=CC=CC=N4. Drug 2: CC1C(C(CC(O1)OC2CC(CC3=C2C(=C4C(=C3O)C(=O)C5=C(C4=O)C(=CC=C5)OC)O)(C(=O)CO)O)N)O.Cl. Cell line: DU-145. Synergy scores: CSS=31.8, Synergy_ZIP=2.49, Synergy_Bliss=2.24, Synergy_Loewe=-13.8, Synergy_HSA=0.650. (8) Drug 1: C1=CC=C(C(=C1)C(C2=CC=C(C=C2)Cl)C(Cl)Cl)Cl. Synergy scores: CSS=8.02, Synergy_ZIP=-2.19, Synergy_Bliss=0.583, Synergy_Loewe=-5.21, Synergy_HSA=1.16. Cell line: EKVX. Drug 2: C1=NC2=C(N1)C(=S)N=CN2. (9) Drug 1: C1C(C(OC1N2C=NC3=C(N=C(N=C32)Cl)N)CO)O. Drug 2: CN(C(=O)NC(C=O)C(C(C(CO)O)O)O)N=O. Cell line: CAKI-1. Synergy scores: CSS=26.4, Synergy_ZIP=0.830, Synergy_Bliss=1.02, Synergy_Loewe=-29.9, Synergy_HSA=-3.25. (10) Drug 1: C1=NC2=C(N1)C(=S)N=C(N2)N. Drug 2: CN(C(=O)NC(C=O)C(C(C(CO)O)O)O)N=O. Cell line: HCT-15. Synergy scores: CSS=31.4, Synergy_ZIP=-1.67, Synergy_Bliss=-1.12, Synergy_Loewe=-31.4, Synergy_HSA=-1.77.